Dataset: Reaction yield outcomes from USPTO patents with 853,638 reactions. Task: Predict the reaction yield, written as a fraction of the theoretical maximum amount of product (1.0 means a 100% yield; for example, 0.34 means a 34% yield). (1) The reactants are [C:1]([CH2:3][C:4]([N:6]([CH2:18][CH2:19][C:20]([O:22]CC)=O)[C:7]1[CH:12]=[CH:11][C:10]([O:13][C:14]([F:17])([F:16])[F:15])=[CH:9][CH:8]=1)=[O:5])#[N:2].N1(C2CCCCCCCCCC2)CCCN=CCCCCC1. The catalyst is CO. The product is [OH:22][C:20]1[CH2:19][CH2:18][N:6]([C:7]2[CH:8]=[CH:9][C:10]([O:13][C:14]([F:17])([F:16])[F:15])=[CH:11][CH:12]=2)[C:4](=[O:5])[C:3]=1[C:1]#[N:2]. The yield is 0.710. (2) The reactants are O[Li].O.[O:4]([C:11]1[CH:12]=[C:13]([CH:30]=[CH:31][CH:32]=1)[CH2:14][O:15][C:16]12[CH2:22][C:19]([CH2:23]/[CH:24]=[CH:25]/[C:26]([O:28]C)=[O:27])([CH2:20][CH2:21]1)[CH2:18][CH2:17]2)[C:5]1[CH:10]=[CH:9][CH:8]=[CH:7][CH:6]=1.Cl. The catalyst is C1COCC1.O.CCOC(C)=O. The product is [O:4]([C:11]1[CH:12]=[C:13]([CH:30]=[CH:31][CH:32]=1)[CH2:14][O:15][C:16]12[CH2:22][C:19]([CH2:23]/[CH:24]=[CH:25]/[C:26]([OH:28])=[O:27])([CH2:18][CH2:17]1)[CH2:20][CH2:21]2)[C:5]1[CH:10]=[CH:9][CH:8]=[CH:7][CH:6]=1. The yield is 0.840. (3) The reactants are C([O:3][C:4](=[O:41])[CH2:5][N:6]([S:28]([N:31]1[C:40]2[C:35](=[CH:36][CH:37]=[CH:38][CH:39]=2)[CH2:34][CH2:33][CH2:32]1)(=[O:30])=[O:29])[CH2:7][C:8]1[CH:13]=[CH:12][CH:11]=[C:10]([O:14][CH2:15][CH2:16][C:17]2[N:18]=[C:19]([C:23]3[S:24][CH:25]=[CH:26][CH:27]=3)[O:20][C:21]=2[CH3:22])[CH:9]=1)C.O.[OH-].[Li+]. No catalyst specified. The product is [N:31]1([S:28]([N:6]([CH2:5][C:4]([OH:41])=[O:3])[CH2:7][C:8]2[CH:13]=[CH:12][CH:11]=[C:10]([O:14][CH2:15][CH2:16][C:17]3[N:18]=[C:19]([C:23]4[S:24][CH:25]=[CH:26][CH:27]=4)[O:20][C:21]=3[CH3:22])[CH:9]=2)(=[O:29])=[O:30])[C:40]2[C:35](=[CH:36][CH:37]=[CH:38][CH:39]=2)[CH2:34][CH2:33][CH2:32]1. The yield is 0.990. (4) The reactants are [N+:1]([C:4]1[CH:9]=[CH:8][C:7]([C:10]2[S:11][CH:12]=[CH:13][CH:14]=2)=[CH:6][C:5]=1[NH:15][C:16](=[O:25])[O:17][CH2:18][CH:19]1[CH2:24][CH2:23][CH2:22][CH2:21][CH2:20]1)([O-])=O.C([O-])=O.[NH4+]. The catalyst is CO.C1COCC1.[Zn]. The product is [NH2:1][C:4]1[CH:9]=[CH:8][C:7]([C:10]2[S:11][CH:12]=[CH:13][CH:14]=2)=[CH:6][C:5]=1[NH:15][C:16](=[O:25])[O:17][CH2:18][CH:19]1[CH2:20][CH2:21][CH2:22][CH2:23][CH2:24]1. The yield is 1.00. (5) The reactants are [CH2:1]=[CH:2][C:3]1[CH:8]=[CH:7][CH:6]=[CH:5][CH:4]=1.CN(C1CCCCC1)C1CCCCC1.I[C:24]1[CH:29]=[CH:28][C:27]([O:30][C:31](=[O:40])[N:32]([CH3:39])[C:33]2[CH:38]=[CH:37][CH:36]=[CH:35][CH:34]=2)=[CH:26][CH:25]=1. The catalyst is C1C=CC(/C=C/C(/C=C/C2C=CC=CC=2)=O)=CC=1.C1C=CC(/C=C/C(/C=C/C2C=CC=CC=2)=O)=CC=1.C1C=CC(/C=C/C(/C=C/C2C=CC=CC=2)=O)=CC=1.[Pd].[Pd].CC(C)([P](C(C)(C)C)([Pd][P](C(C)(C)C)(C(C)(C)C)C(C)(C)C)C(C)(C)C)C. The product is [CH:1]([C:24]1[CH:25]=[CH:26][C:27]([O:30][C:31](=[O:40])[N:32]([CH3:39])[C:33]2[CH:38]=[CH:37][CH:36]=[CH:35][CH:34]=2)=[CH:28][CH:29]=1)=[CH:2][C:3]1[CH:8]=[CH:7][CH:6]=[CH:5][CH:4]=1. The yield is 0.170. (6) The reactants are N.P(OCC)(OCC)(O[C:5]1[CH:10]=[CH:9][C:8]([CH3:11])=[CH:7][C:6]=1[C:12]([CH3:15])([CH3:14])[CH3:13])=O.[Li]. The catalyst is CCOCC. The product is [C:12]([C:6]1[CH:5]=[CH:10][CH:9]=[C:8]([CH3:11])[CH:7]=1)([CH3:15])([CH3:14])[CH3:13]. The yield is 0.910. (7) The reactants are [CH2:1]([O:3][C@H:4]1[CH2:9][CH2:8][C@H:7]([N:10]2[CH2:15][CH2:14][CH:13]([NH:16][C:17]3[CH:22]=[C:21]([CH3:23])[C:20]([F:24])=[CH:19][C:18]=3[N+:25]([O-])=O)[CH2:12][CH2:11]2)[CH2:6][CH2:5]1)[CH3:2].O.NN. The catalyst is C(O)C.[Ni]. The product is [CH2:1]([O:3][C@H:4]1[CH2:9][CH2:8][C@H:7]([N:10]2[CH2:11][CH2:12][CH:13]([NH:16][C:17]3[C:18]([NH2:25])=[CH:19][C:20]([F:24])=[C:21]([CH3:23])[CH:22]=3)[CH2:14][CH2:15]2)[CH2:6][CH2:5]1)[CH3:2]. The yield is 0.890.